From a dataset of Reaction yield outcomes from USPTO patents with 853,638 reactions. Predict the reaction yield, written as a fraction of the theoretical maximum amount of product (1.0 means a 100% yield; for example, 0.34 means a 34% yield). (1) The reactants are [O:1]1CCO[CH:2]1[C:6]1[CH:7]=[C:8]2[C:12](=[CH:13][CH:14]=1)[NH:11][N:10]=[C:9]2[NH2:15].C1(C)C=CC(S(O)(=O)=O)=CC=1.C(OCC)(=O)C. The catalyst is C1COCC1.O. The product is [NH2:15][C:9]1[C:8]2[C:12](=[CH:13][CH:14]=[C:6]([CH:2]=[O:1])[CH:7]=2)[NH:11][N:10]=1. The yield is 0.890. (2) The product is [CH3:28][O:29][C:30](=[O:34])[CH2:31][CH2:32][NH:33][C:21](=[O:23])[C:20]1[CH:19]=[CH:18][C:17]([CH:4]([NH:5][C:6]2[CH:7]=[N:8][C:9]3[C:14]([CH:15]=2)=[CH:13][CH:12]=[C:11]([CH3:16])[CH:10]=3)[CH2:3][CH:2]([CH3:26])[CH3:1])=[CH:25][CH:24]=1. The yield is 0.900. The catalyst is C(Cl)Cl.CCOC(C)=O. The reactants are [CH3:1][CH:2]([CH3:26])[CH2:3][CH:4]([C:17]1[CH:25]=[CH:24][C:20]([C:21]([OH:23])=O)=[CH:19][CH:18]=1)[NH:5][C:6]1[CH:7]=[N:8][C:9]2[C:14]([CH:15]=1)=[CH:13][CH:12]=[C:11]([CH3:16])[CH:10]=2.Cl.[CH3:28][O:29][C:30](=[O:34])[CH2:31][CH2:32][NH2:33].CN(C(ON1N=NC2C=CC=CC1=2)=[N+](C)C)C.F[P-](F)(F)(F)(F)F. (3) The reactants are [CH2:1]([N:8]1[CH:16]=[C:15]2[C:10]([CH:11]=[C:12]([C:17]3[CH:18]=[C:19]([CH:27]4[CH2:31][CH2:30][N:29]([C:32](=[O:35])[CH2:33]Cl)[CH2:28]4)[N:20]4[C:25]=3[C:24]([NH2:26])=[N:23][CH:22]=[N:21]4)[CH:13]=[CH:14]2)=[N:9]1)[C:2]1[CH:7]=[CH:6][CH:5]=[CH:4][CH:3]=1.[CH3:36][N:37]1[CH2:42][CH2:41][NH:40][CH2:39][CH2:38]1. No catalyst specified. The product is [CH2:1]([N:8]1[CH:16]=[C:15]2[C:10]([CH:11]=[C:12]([C:17]3[CH:18]=[C:19]([CH:27]4[CH2:31][CH2:30][N:29]([C:32](=[O:35])[CH2:33][N:40]5[CH2:41][CH2:42][N:37]([CH3:36])[CH2:38][CH2:39]5)[CH2:28]4)[N:20]4[C:25]=3[C:24]([NH2:26])=[N:23][CH:22]=[N:21]4)[CH:13]=[CH:14]2)=[N:9]1)[C:2]1[CH:7]=[CH:6][CH:5]=[CH:4][CH:3]=1. The yield is 0.460. (4) The reactants are [C:1]([O:5][C:6](=[O:22])[NH:7][C:8]1[CH:13]=[CH:12][C:11]([CH2:14][Si](C)(C)C)=[C:10]([N+:19]([O-:21])=[O:20])[CH:9]=1)([CH3:4])([CH3:3])[CH3:2].[Cl:23][C:24]1[CH:31]=[CH:30][CH:29]=[C:28]([O:32][CH3:33])[C:25]=1[CH:26]=[O:27].[F-].C([N+](CCCC)(CCCC)CCCC)CCC.O. The catalyst is C1COCC1. The product is [C:1]([O:5][C:6](=[O:22])[NH:7][C:8]1[CH:13]=[CH:12][C:11]([CH2:14][CH:26]([C:25]2[C:28]([O:32][CH3:33])=[CH:29][CH:30]=[CH:31][C:24]=2[Cl:23])[OH:27])=[C:10]([N+:19]([O-:21])=[O:20])[CH:9]=1)([CH3:4])([CH3:3])[CH3:2]. The yield is 0.350. (5) The reactants are [CH3:1][O:2]/[N:3]=[C:4](/[C:15]1[CH:20]=[CH:19][C:18]([O:21][CH3:22])=[CH:17][CH:16]=1)\[CH2:5][O:6][C:7]1[CH:12]=[CH:11][C:10]([CH2:13][OH:14])=[CH:9][CH:8]=1.[F:23][C:24]1[CH:29]=[C:28](O)[CH:27]=[CH:26][C:25]=1[CH2:31][CH2:32][C:33]([O:35]C)=[O:34]. No catalyst specified. The product is [F:23][C:24]1[CH:29]=[C:28]([O:14][CH2:13][C:10]2[CH:9]=[CH:8][C:7]([O:6][CH2:5]/[C:4](=[N:3]\[O:2][CH3:1])/[C:15]3[CH:16]=[CH:17][C:18]([O:21][CH3:22])=[CH:19][CH:20]=3)=[CH:12][CH:11]=2)[CH:27]=[CH:26][C:25]=1[CH2:31][CH2:32][C:33]([OH:35])=[O:34]. The yield is 0.710. (6) The reactants are Br[CH2:2]/[CH:3]=[CH:4]/[C:5]([NH:7][C:8]1[CH:9]=[C:10]2[C:15](=[CH:16][CH:17]=1)[N:14]=[CH:13][N:12]=[C:11]2[NH:18][C:19]1[CH:24]=[CH:23][C:22]([O:25][CH2:26][C:27]2[CH:32]=[CH:31][CH:30]=[C:29]([F:33])[CH:28]=2)=[C:21]([Cl:34])[CH:20]=1)=[O:6].CCN(C(C)C)C(C)C.[O:44]1[C@H:49]2[CH2:50][NH:51][CH2:52][C@H:48]2[O:47][CH2:46][CH2:45]1.O. The catalyst is CC(N(C)C)=O. The product is [Cl:34][C:21]1[CH:20]=[C:19]([NH:18][C:11]2[C:10]3[C:15](=[CH:16][CH:17]=[C:8]([NH:7][C:5](=[O:6])/[CH:4]=[CH:3]/[CH2:2][N:51]4[CH2:50][C@H:49]5[O:44][CH2:45][CH2:46][O:47][C@H:48]5[CH2:52]4)[CH:9]=3)[N:14]=[CH:13][N:12]=2)[CH:24]=[CH:23][C:22]=1[O:25][CH2:26][C:27]1[CH:32]=[CH:31][CH:30]=[C:29]([F:33])[CH:28]=1. The yield is 0.0900.